From a dataset of Peptide-MHC class II binding affinity with 134,281 pairs from IEDB. Regression. Given a peptide amino acid sequence and an MHC pseudo amino acid sequence, predict their binding affinity value. This is MHC class II binding data. (1) The peptide sequence is NHGLKTRQEKWMTGR. The MHC is H-2-IAb with pseudo-sequence H-2-IAb. The binding affinity (normalized) is 0. (2) The peptide sequence is SGQVVTYALNTITNLKK. The MHC is DRB1_0801 with pseudo-sequence DRB1_0801. The binding affinity (normalized) is 0.474. (3) The peptide sequence is CTNFKTQLVLSSMVN. The MHC is DRB4_0101 with pseudo-sequence DRB4_0103. The binding affinity (normalized) is 0.569. (4) The peptide sequence is INEPTAAAINYGLDR. The MHC is HLA-DQA10102-DQB10602 with pseudo-sequence HLA-DQA10102-DQB10602. The binding affinity (normalized) is 0.734. (5) The peptide sequence is DEINTIFSDYIPYVF. The MHC is DRB3_0101 with pseudo-sequence DRB3_0101. The binding affinity (normalized) is 0.849. (6) The binding affinity (normalized) is 0.534. The MHC is DRB1_0701 with pseudo-sequence DRB1_0701. The peptide sequence is YEVAIFVHGPTTVES. (7) The peptide sequence is LYKLHGGHVSCRVKL. The MHC is DRB1_0405 with pseudo-sequence DRB1_0405. The binding affinity (normalized) is 0.132.